From a dataset of Reaction yield outcomes from USPTO patents with 853,638 reactions. Predict the reaction yield, written as a fraction of the theoretical maximum amount of product (1.0 means a 100% yield; for example, 0.34 means a 34% yield). (1) The reactants are [CH:1]1([C:6]([C:34]2[CH:39]=[CH:38][CH:37]=[CH:36][CH:35]=2)([C:28]2[CH:33]=[CH:32][CH:31]=[CH:30][CH:29]=2)[C:7]2[C:19]3[CH2:18][C:17]4[C:12](=[CH:13][C:14]([C:20]([CH3:23])([CH3:22])[CH3:21])=[CH:15][CH:16]=4)[C:11]=3[CH:10]=[C:9]([C:24]([CH3:27])([CH3:26])[CH3:25])[CH:8]=2)[CH:5]=[CH:4][CH:3]=[CH:2]1.CCCCCC.C([Li])CCC.Cl[Si:52]([CH3:55])([CH3:54])[CH3:53]. The catalyst is C1COCC1.O. The product is [CH3:53][Si:52]([CH3:55])([CH3:54])[C:3]1[CH:4]=[CH:5][CH:1]([C:6]([C:28]2[CH:33]=[CH:32][CH:31]=[CH:30][CH:29]=2)([C:34]2[CH:39]=[CH:38][CH:37]=[CH:36][CH:35]=2)[C:7]2[C:19]3[CH2:18][C:17]4[C:12](=[CH:13][C:14]([C:20]([CH3:23])([CH3:22])[CH3:21])=[CH:15][CH:16]=4)[C:11]=3[CH:10]=[C:9]([C:24]([CH3:26])([CH3:27])[CH3:25])[CH:8]=2)[CH:2]=1. The yield is 0.818. (2) The reactants are [C:1]([O:5][C:6]([N:8]([CH3:14])[C@@H:9]([CH3:13])[C:10]([OH:12])=O)=[O:7])([CH3:4])([CH3:3])[CH3:2].C(Cl)CCl.N1C2C(=NC=CC=2)N(O)N=1.[NH2:29][C@@H:30]([C:66]([CH3:69])([CH3:68])[CH3:67])[C:31]([N:33]1[C@H:42]([C:43]([N:45]([CH2:55][C:56]2[CH:65]=[CH:64][C:59]([C:60]([O:62][CH3:63])=[O:61])=[CH:58][CH:57]=2)[C@@H:46]([C:48]2[CH:53]=[CH:52][CH:51]=[CH:50][C:49]=2[Cl:54])[CH3:47])=[O:44])[CH2:41][C:40]2[C:35](=[CH:36][CH:37]=[CH:38][CH:39]=2)[CH2:34]1)=[O:32].C(O)(C(F)(F)F)=O.CN1CCOCC1. The catalyst is CN(C=O)C.C(OCC)(=O)C.[Cl-].[Na+].O. The product is [C:1]([O:5][C:6]([N:8]([CH3:14])[C@@H:9]([CH3:13])[C:10]([NH:29][C@@H:30]([C:66]([CH3:67])([CH3:69])[CH3:68])[C:31]([N:33]1[C@H:42]([C:43]([N:45]([CH2:55][C:56]2[CH:57]=[CH:58][C:59]([C:60]([O:62][CH3:63])=[O:61])=[CH:64][CH:65]=2)[C@@H:46]([C:48]2[CH:53]=[CH:52][CH:51]=[CH:50][C:49]=2[Cl:54])[CH3:47])=[O:44])[CH2:41][C:40]2[C:35](=[CH:36][CH:37]=[CH:38][CH:39]=2)[CH2:34]1)=[O:32])=[O:12])=[O:7])([CH3:2])([CH3:3])[CH3:4]. The yield is 0.850. (3) The reactants are [Cl:1][CH2:2][CH:3]([OH:26])[CH2:4][O:5][C:6]1[CH:11]=[CH:10][C:9]([C:12]([C:15]2[CH:20]=[CH:19][C:18]([O:21][CH2:22][CH:23]3[CH2:25][O:24]3)=[CH:17][CH:16]=2)([CH3:14])[CH3:13])=[CH:8][CH:7]=1.FC(F)(F)S([O-])(=O)=O.[Bi+3].FC(F)(F)S([O-])(=O)=O.FC(F)(F)S([O-])(=O)=O.C(=O)(O)[O-].[Na+].[C:57]([OH:61])([CH3:60])([CH3:59])[CH3:58]. No catalyst specified. The product is [C:57]([O:61][CH2:25][CH:23]([OH:24])[CH2:22][O:21][C:18]1[CH:19]=[CH:20][C:15]([C:12]([C:9]2[CH:8]=[CH:7][C:6]([O:5][CH2:4][CH:3]([OH:26])[CH2:2][Cl:1])=[CH:11][CH:10]=2)([CH3:14])[CH3:13])=[CH:16][CH:17]=1)([CH3:60])([CH3:59])[CH3:58]. The yield is 0.280. (4) The reactants are OS(O)(=O)=O.[N+:6]([O-:9])(O)=[O:7].[F:10][C:11]1[C:19]([F:20])=[C:18]([F:21])[CH:17]=[CH:16][C:12]=1[C:13]([OH:15])=[O:14]. No catalyst specified. The product is [F:10][C:11]1[C:19]([F:20])=[C:18]([F:21])[C:17]([N+:6]([O-:9])=[O:7])=[CH:16][C:12]=1[C:13]([OH:15])=[O:14]. The yield is 0.920. (5) The reactants are [C:1]([O:5][C:6]([N:8]1[CH2:13][CH2:12][C:11]2[NH:14][N:15]=[C:16]([C:17]3[CH:22]=[CH:21][C:20]([Cl:23])=[C:19]([CH3:24])[CH:18]=3)[C:10]=2[CH2:9]1)=[O:7])([CH3:4])([CH3:3])[CH3:2].[CH2:25]([CH:27]1[O:29][CH2:28]1)Cl.C(=O)([O-])[O-].[Cs+].[Cs+]. The catalyst is CN(C=O)C.CCOC(C)=O. The product is [C:1]([O:5][C:6]([N:8]1[CH2:13][CH2:12][C:11]2[N:14]([CH2:25][CH:27]3[CH2:28][O:29]3)[N:15]=[C:16]([C:17]3[CH:22]=[CH:21][C:20]([Cl:23])=[C:19]([CH3:24])[CH:18]=3)[C:10]=2[CH2:9]1)=[O:7])([CH3:4])([CH3:3])[CH3:2]. The yield is 0.570. (6) The reactants are [F:1][C:2]1([F:11])[CH2:5][C:4]([CH2:7]C(O)=O)([CH3:6])[CH2:3]1.C1C=CC(P([N:26]=[N+]=[N-])(C2C=CC=CC=2)=O)=CC=1.[Cl:29][C:30]1[CH:31]=[C:32]([C:37]2[C:45]([C:46]([NH2:48])=[O:47])=[C:40]3[CH2:41][NH:42][CH2:43][CH2:44][N:39]3[N:38]=2)[CH:33]=[CH:34][C:35]=1[F:36].C1[CH2:53][O:52]CC1. The catalyst is C1(C)C=CC=CC=1.C(OCC)(=O)C. The product is [Cl:29][C:30]1[CH:31]=[C:32]([C:37]2[C:45]([C:46]([NH2:48])=[O:47])=[C:40]3[CH2:41][N:42]([C:53]([NH:26][CH2:7][C:4]4([CH3:6])[CH2:3][C:2]([F:1])([F:11])[CH2:5]4)=[O:52])[CH2:43][CH2:44][N:39]3[N:38]=2)[CH:33]=[CH:34][C:35]=1[F:36]. The yield is 0.0400. (7) The reactants are [ClH:1].[NH2:2][C@@H:3]([CH3:10])[C:4]([O:6][CH:7]([CH3:9])[CH3:8])=[O:5].[P:11](Cl)(Cl)(=[O:23])[O:12][C:13]1[CH:22]=[CH:21][C:20]2[C:15](=[CH:16][CH:17]=[CH:18][CH:19]=2)[CH:14]=1.C(N(CC)CC)C. The catalyst is C(Cl)Cl. The product is [Cl:1][C:14]1[C:15]2[C:20](=[CH:19][CH:18]=[CH:17][CH:16]=2)[CH:21]=[CH:22][C:13]=1[O:12][P:11](=[N:2][C@@H:3]([CH3:10])[C:4]([O:6][CH:7]([CH3:9])[CH3:8])=[O:5])=[O:23]. The yield is 0.750. (8) The reactants are [NH2:1][CH2:2][C:3]1[CH:23]=[C:22]([F:24])[CH:21]=[CH:20][C:4]=1[O:5][C:6]1[CH:7]=[C:8]2[C:12](=[CH:13][CH:14]=1)[N:11]([CH2:15][CH2:16][N:17]([CH3:19])[CH3:18])[N:10]=[CH:9]2.[N+](C1C=CC([O:34][C:35](=O)[NH:36][C:37]2[O:41][N:40]=[C:39]([C:42]([CH3:45])([CH3:44])[CH3:43])[CH:38]=2)=CC=1)([O-])=O.CO. The catalyst is CN(C=O)C.ClCCl. The product is [C:42]([C:39]1[CH:38]=[C:37]([NH:36][C:35]([NH:1][CH2:2][C:3]2[CH:23]=[C:22]([F:24])[CH:21]=[CH:20][C:4]=2[O:5][C:6]2[CH:7]=[C:8]3[C:12](=[CH:13][CH:14]=2)[N:11]([CH2:15][CH2:16][N:17]([CH3:19])[CH3:18])[N:10]=[CH:9]3)=[O:34])[O:41][N:40]=1)([CH3:45])([CH3:43])[CH3:44]. The yield is 0.180. (9) The reactants are [CH3:1][O:2][C:3]1[CH:4]=[C:5]2[C:10](=[CH:11][CH:12]=1)[CH:9]=[C:8]([C:13]1[C:21]3[C:16](=[CH:17][CH:18]=[C:19]([C:22]([OH:24])=O)[CH:20]=3)[N:15]([CH:25]3[CH2:30][CH2:29][CH2:28][CH2:27][O:26]3)[N:14]=1)[CH:7]=[CH:6]2.[CH3:31][O:32][CH2:33][CH2:34][NH2:35]. No catalyst specified. The product is [CH3:31][O:32][CH2:33][CH2:34][NH:35][C:22]([C:19]1[CH:20]=[C:21]2[C:16](=[CH:17][CH:18]=1)[N:15]([CH:25]1[CH2:30][CH2:29][CH2:28][CH2:27][O:26]1)[N:14]=[C:13]2[C:8]1[CH:7]=[CH:6][C:5]2[C:10](=[CH:11][CH:12]=[C:3]([O:2][CH3:1])[CH:4]=2)[CH:9]=1)=[O:24]. The yield is 0.0900.